From a dataset of Catalyst prediction with 721,799 reactions and 888 catalyst types from USPTO. Predict which catalyst facilitates the given reaction. (1) Reactant: [Si:1]([O:8][C@H:9]([C@H:17]([O:21][Si:22]([C:25]([CH3:28])([CH3:27])[CH3:26])([CH3:24])[CH3:23])/[CH:18]=[CH:19]/I)[CH2:10][CH2:11][CH2:12][C:13]([O:15][CH3:16])=[O:14])([C:4]([CH3:7])([CH3:6])[CH3:5])([CH3:3])[CH3:2].[Br:29][C:30]1[CH:35]=[CH:34][CH:33]=[CH:32][C:31]=1B(O)O.C(=O)([O-])[O-].[K+].[K+]. Product: [Br:29][C:30]1[CH:35]=[CH:34][CH:33]=[CH:32][C:31]=1/[CH:19]=[CH:18]/[C@@H:17]([O:21][Si:22]([C:25]([CH3:28])([CH3:27])[CH3:26])([CH3:24])[CH3:23])[C@@H:9]([O:8][Si:1]([C:4]([CH3:7])([CH3:6])[CH3:5])([CH3:3])[CH3:2])[CH2:10][CH2:11][CH2:12][C:13]([O:15][CH3:16])=[O:14]. The catalyst class is: 203. (2) Reactant: [CH3:1][C:2]([CH3:53])([CH3:52])[CH2:3][NH:4][C:5]([C:7]1[CH:12]=[CH:11][CH:10]=[C:9]([C:13]2[C:21]3[C:16](=[CH:17][CH:18]=[C:19]([C:22]4[N:26]=[CH:25][N:24](C(C5C=CC=CC=5)(C5C=CC=CC=5)C5C=CC=CC=5)[N:23]=4)[CH:20]=3)[N:15](C3CCCCO3)[N:14]=2)[CH:8]=1)=[O:6].Cl.C(=O)(O)[O-].[Na+]. Product: [NH:23]1[C:22]([C:19]2[CH:20]=[C:21]3[C:16](=[CH:17][CH:18]=2)[NH:15][N:14]=[C:13]3[C:9]2[CH:8]=[C:7]([C:5]([NH:4][CH2:3][C:2]([CH3:53])([CH3:52])[CH3:1])=[O:6])[CH:12]=[CH:11][CH:10]=2)=[N:26][CH:25]=[N:24]1. The catalyst class is: 12. (3) Reactant: CC1(C)C(C)(C)OB([C:9]2[S:10][C:11]([CH3:14])=[CH:12][CH:13]=2)O1.Br[C:17]1[C:18]([N+:24]([O-:26])=[O:25])=[C:19]([NH2:23])[CH:20]=[N:21][CH:22]=1.C([O-])([O-])=O.[Na+].[Na+].CCOC(C)=O. Product: [CH3:14][C:11]1[S:10][C:9]([C:17]2[C:18]([N+:24]([O-:26])=[O:25])=[C:19]([NH2:23])[CH:20]=[N:21][CH:22]=2)=[CH:13][CH:12]=1. The catalyst class is: 117. (4) Reactant: [CH3:1][N:2]([CH3:49])[CH2:3][C:4]([N:6]1[C:14]2[C:9](=[CH:10][C:11]([O:46][CH3:47])=[C:12]([NH:15][C:16]3[N:17]=[C:18]([NH:35][C:36]4[CH:44]=[CH:43][CH:42]=[C:41]([F:45])[C:37]=4[C:38]([NH2:40])=[O:39])[C:19]4[CH:24]=[CH:23][N:22](S(C5C=CC(C)=CC=5)(=O)=O)[C:20]=4[N:21]=3)[CH:13]=2)[CH2:8][C@H:7]1[CH3:48])=[O:5].[OH-].[Na+].[Na+].[Cl-]. Product: [CH3:1][N:2]([CH3:49])[CH2:3][C:4]([N:6]1[C:14]2[C:9](=[CH:10][C:11]([O:46][CH3:47])=[C:12]([NH:15][C:16]3[NH:21][C:20]4=[N:22][CH:23]=[CH:24][C:19]4=[C:18]([NH:35][C:36]4[CH:44]=[CH:43][CH:42]=[C:41]([F:45])[C:37]=4[C:38]([NH2:40])=[O:39])[N:17]=3)[CH:13]=2)[CH2:8][C@H:7]1[CH3:48])=[O:5]. The catalyst class is: 225. (5) Reactant: [H-].[Na+].[CH:3]1([C@@H:9]([NH:11][C:12]([C:14]2[C:23]3[C:18](=[CH:19][CH:20]=[CH:21][CH:22]=3)[N:17]=[C:16]([C:24]3[CH:29]=[CH:28][CH:27]=[CH:26][CH:25]=3)[C:15]=2[CH2:30][N:31]2[CH2:36][CH2:35][N:34]([C:37]3C=CC=[CH:39][CH:38]=3)[C:33](=[O:43])[CH2:32]2)=[O:13])[CH3:10])[CH2:8][CH2:7][CH2:6][CH2:5][CH2:4]1.C(Br)CC.[Na+].[Cl-]. Product: [CH:3]1([C@@H:9]([NH:11][C:12]([C:14]2[C:23]3[C:18](=[CH:19][CH:20]=[CH:21][CH:22]=3)[N:17]=[C:16]([C:24]3[CH:29]=[CH:28][CH:27]=[CH:26][CH:25]=3)[C:15]=2[CH2:30][N:31]2[CH2:36][CH2:35][N:34]([CH2:37][CH2:38][CH3:39])[C:33](=[O:43])[CH2:32]2)=[O:13])[CH3:10])[CH2:8][CH2:7][CH2:6][CH2:5][CH2:4]1. The catalyst class is: 3. (6) Reactant: [NH2:1][C:2]1[CH:14]=[CH:13][C:12]([OH:15])=[CH:11][C:3]=1[O:4][CH2:5][C:6]([CH3:10])([OH:9])[CH2:7][OH:8].[C:16](OC(=O)C)(=[O:18])[CH3:17]. Product: [OH:9][C:6]([CH3:10])([CH2:7][OH:8])[CH2:5][O:4][C:3]1[CH:11]=[C:12]([OH:15])[CH:13]=[CH:14][C:2]=1[NH:1][C:16](=[O:18])[CH3:17]. The catalyst class is: 32. (7) Reactant: [F:1][C:2]1[CH:3]=[C:4]([C:11]2[CH:16]=[CH:15][C:14]([O:17][CH2:18][CH:19]3[CH2:24][CH2:23][N:22]([CH2:25][C:26]4([C:30]([F:33])([F:32])[F:31])[CH2:29][CH2:28][CH2:27]4)[CH2:21][CH2:20]3)=[CH:13][CH:12]=2)[CH:5]=[CH:6][C:7]=1[C:8](O)=[O:9].C(Cl)CCl.C1C=CC2N(O)N=NC=2C=1.CCN(C(C)C)C(C)C.Cl.[NH:58]1[CH2:63][CH2:62][CH2:61][C@H:60]([OH:64])[CH2:59]1. Product: [F:1][C:2]1[CH:3]=[C:4]([C:11]2[CH:12]=[CH:13][C:14]([O:17][CH2:18][CH:19]3[CH2:20][CH2:21][N:22]([CH2:25][C:26]4([C:30]([F:33])([F:31])[F:32])[CH2:29][CH2:28][CH2:27]4)[CH2:23][CH2:24]3)=[CH:15][CH:16]=2)[CH:5]=[CH:6][C:7]=1[C:8]([N:58]1[CH2:63][CH2:62][CH2:61][C@H:60]([OH:64])[CH2:59]1)=[O:9]. The catalyst class is: 34. (8) Reactant: [C:1](=O)([O-])[O-].[K+].[K+].CI.[C:9]([O:13][C:14]([NH:16][C:17]1([C:24]([OH:26])=[O:25])[CH2:22][CH2:21][C:20](=[O:23])[CH2:19][CH2:18]1)=[O:15])([CH3:12])([CH3:11])[CH3:10]. Product: [C:9]([O:13][C:14]([NH:16][C:17]1([C:24]([O:26][CH3:1])=[O:25])[CH2:22][CH2:21][C:20](=[O:23])[CH2:19][CH2:18]1)=[O:15])([CH3:12])([CH3:10])[CH3:11]. The catalyst class is: 9.